Dataset: Peptide-MHC class II binding affinity with 134,281 pairs from IEDB. Task: Regression. Given a peptide amino acid sequence and an MHC pseudo amino acid sequence, predict their binding affinity value. This is MHC class II binding data. (1) The peptide sequence is STWYGKPTAAGPKDN. The MHC is DRB1_0701 with pseudo-sequence DRB1_0701. The binding affinity (normalized) is 0. (2) The peptide sequence is QSALSEFIKFAEGRR. The MHC is DRB5_0101 with pseudo-sequence DRB5_0101. The binding affinity (normalized) is 0.738. (3) The peptide sequence is SPEVIPMFSALSEGAT. The MHC is HLA-DPA10103-DPB10301 with pseudo-sequence HLA-DPA10103-DPB10301. The binding affinity (normalized) is 0.418.